Binary Classification. Given a drug SMILES string, predict its activity (active/inactive) in a high-throughput screening assay against a specified biological target. From a dataset of HIV replication inhibition screening data with 41,000+ compounds from the AIDS Antiviral Screen. (1) The result is 0 (inactive). The compound is COc1ccc(CNC=NC(C#N)=C(N)C#N)cc1OC. (2) The compound is CCOP(=O)(CC)OP(=S)(OCC)OCC. The result is 0 (inactive). (3) The compound is O=C(c1cc(Cl)ccc1Cl)N1CCN(c2ccc(Cl)c(Cl)c2)CC1. The result is 0 (inactive). (4) The compound is CCNc1nc(NC(C)C)nc(-c2ccncc2)n1. The result is 0 (inactive). (5) The molecule is Cc1cc([N+](=O)[O-])c2c(c1)P(=O)(O)c1cc(C)cc([N+](=O)[O-])c1O2. The result is 0 (inactive).